From a dataset of Full USPTO retrosynthesis dataset with 1.9M reactions from patents (1976-2016). Predict the reactants needed to synthesize the given product. (1) Given the product [CH2:16]([O:18][C:19]([CH:21]1[CH2:38][N:25]2[CH2:26][CH2:27][C:28]3[C:33]([CH:24]2[CH2:23][CH:22]1[N:39]([CH2:40][C:41]1[CH:46]=[CH:45][CH:44]=[CH:43][CH:42]=1)[C:9]([O:11][C:12]([CH3:13])([CH3:14])[CH3:15])=[O:10])=[CH:32][C:31]([O:34][CH3:35])=[C:30]([O:36][CH3:37])[CH:29]=3)=[O:20])[CH3:17], predict the reactants needed to synthesize it. The reactants are: [C:12]([O:11][C:9](O[C:9]([O:11][C:12]([CH3:15])([CH3:14])[CH3:13])=[O:10])=[O:10])([CH3:15])([CH3:14])[CH3:13].[CH2:16]([O:18][C:19]([CH:21]1[CH2:38][N:25]2[CH2:26][CH2:27][C:28]3[C:33]([CH:24]2[CH2:23][CH:22]1[NH:39][CH2:40][C:41]1[CH:46]=[CH:45][CH:44]=[CH:43][CH:42]=1)=[CH:32][C:31]([O:34][CH3:35])=[C:30]([O:36][CH3:37])[CH:29]=3)=[O:20])[CH3:17]. (2) Given the product [C:20]([O:8][C:7]1[C:2]([F:1])=[C:3]([F:12])[C:4]([F:11])=[C:5]([F:10])[C:6]=1[F:9])(=[O:25])[C:21]([O:23][CH3:24])=[O:22], predict the reactants needed to synthesize it. The reactants are: [F:1][C:2]1[C:7]([OH:8])=[C:6]([F:9])[C:5]([F:10])=[C:4]([F:11])[C:3]=1[F:12].N1C=CC=CC=1.Cl[C:20](=[O:25])[C:21]([O:23][CH3:24])=[O:22].